This data is from Forward reaction prediction with 1.9M reactions from USPTO patents (1976-2016). The task is: Predict the product of the given reaction. Given the reactants [Br:1][C:2]1[C:3]2[N:4]([C:16](=[O:19])[NH:17][N:18]=2)[CH:5]=[CH:6][C:7]=1[C:8]1[CH:15]=[CH:14][C:11]([C:12]#[N:13])=[CH:10][CH:9]=1.Cl[CH2:21][C:22]1[C:23]([CH3:32])=[N:24][C:25]([C:28]([F:31])([F:30])[F:29])=[CH:26][CH:27]=1.C(=O)([O-])[O-].[K+].[K+], predict the reaction product. The product is: [Br:1][C:2]1[C:3]2[N:4]([C:16](=[O:19])[N:17]([CH2:21][C:22]3[C:23]([CH3:32])=[N:24][C:25]([C:28]([F:31])([F:29])[F:30])=[CH:26][CH:27]=3)[N:18]=2)[CH:5]=[CH:6][C:7]=1[C:8]1[CH:15]=[CH:14][C:11]([C:12]#[N:13])=[CH:10][CH:9]=1.